Dataset: Forward reaction prediction with 1.9M reactions from USPTO patents (1976-2016). Task: Predict the product of the given reaction. (1) Given the reactants [CH2:1]([O:3][C:4]([C:6]1[C:7]([OH:23])=[C:8]2[C:15]([C:16]3[CH:21]=[CH:20][CH:19]=[CH:18][C:17]=3[F:22])=[N:14][S:13][C:9]2=[C:10](Br)[N:11]=1)=[O:5])[CH3:2].[C:24]1(B(O)O)[CH:29]=[CH:28][CH:27]=[CH:26][CH:25]=1, predict the reaction product. The product is: [CH2:1]([O:3][C:4]([C:6]1[C:7]([OH:23])=[C:8]2[C:15]([C:16]3[CH:21]=[CH:20][CH:19]=[CH:18][C:17]=3[F:22])=[N:14][S:13][C:9]2=[C:10]([C:24]2[CH:29]=[CH:28][CH:27]=[CH:26][CH:25]=2)[N:11]=1)=[O:5])[CH3:2]. (2) The product is: [C:36]([C:31]1[CH:32]=[CH:33][CH:34]=[CH:35][C:30]=1[NH:29][C@@H:4]([CH2:5][C:6]1[CH:11]=[CH:10][C:9]([O:12][CH2:13][CH2:14][N:15]2[C:28]3[CH:27]=[CH:26][CH:25]=[CH:24][C:23]=3[O:22][C:21]3[C:16]2=[CH:17][CH:18]=[CH:19][CH:20]=3)=[CH:8][CH:7]=1)[C:3]([OH:44])=[O:2])(=[O:43])[C:37]1[CH:38]=[CH:39][CH:40]=[CH:41][CH:42]=1. Given the reactants C[O:2][C:3](=[O:44])[C@@H:4]([NH:29][C:30]1[CH:35]=[CH:34][CH:33]=[CH:32][C:31]=1[C:36](=[O:43])[C:37]1[CH:42]=[CH:41][CH:40]=[CH:39][CH:38]=1)[CH2:5][C:6]1[CH:11]=[CH:10][C:9]([O:12][CH2:13][CH2:14][N:15]2[C:28]3[CH:27]=[CH:26][CH:25]=[CH:24][C:23]=3[O:22][C:21]3[C:16]2=[CH:17][CH:18]=[CH:19][CH:20]=3)=[CH:8][CH:7]=1.[OH-].[Na+], predict the reaction product.